The task is: Predict which catalyst facilitates the given reaction.. This data is from Catalyst prediction with 721,799 reactions and 888 catalyst types from USPTO. Reactant: [CH3:1][C:2]1[CH:7]=[CH:6][N:5]=[CH:4][C:3]=1[N:8]1[CH2:12][CH2:11][NH:10][C:9]1=[O:13].Br[C:15]1[CH:16]=[N:17][C:18]2[C:23]([CH:24]=1)=[CH:22][CH:21]=[CH:20][CH:19]=2.N[C@@H]1CCCC[C@H]1N.C(=O)([O-])[O-].[K+].[K+]. Product: [CH3:1][C:2]1[CH:7]=[CH:6][N:5]=[CH:4][C:3]=1[N:8]1[CH2:12][CH2:11][N:10]([C:15]2[CH:16]=[N:17][C:18]3[C:23]([CH:24]=2)=[CH:22][CH:21]=[CH:20][CH:19]=3)[C:9]1=[O:13]. The catalyst class is: 246.